This data is from Forward reaction prediction with 1.9M reactions from USPTO patents (1976-2016). The task is: Predict the product of the given reaction. (1) Given the reactants C([O:4][CH2:5][C:6]([CH3:50])([CH3:49])[CH2:7][N:8]1[C:14]2[CH:15]=[CH:16][C:17]([Cl:19])=[CH:18][C:13]=2[C@@H:12]([C:20]2[CH:25]=[CH:24][CH:23]=[C:22]([O:26][CH3:27])[C:21]=2[O:28][CH3:29])[O:11][C@H:10]([CH2:30][C:31]([NH:33][C:34]2[CH:35]=[CH:36][C:37]3[S:41][C:40]([C:42]([O:44]CC)=[O:43])=[CH:39][C:38]=3[CH:47]=2)=[O:32])[C:9]1=[O:48])(=O)C.[OH-].[Na+].Cl, predict the reaction product. The product is: [Cl:19][C:17]1[CH:16]=[CH:15][C:14]2[N:8]([CH2:7][C:6]([CH3:50])([CH3:49])[CH2:5][OH:4])[C:9](=[O:48])[C@@H:10]([CH2:30][C:31]([NH:33][C:34]3[CH:35]=[CH:36][C:37]4[S:41][C:40]([C:42]([OH:44])=[O:43])=[CH:39][C:38]=4[CH:47]=3)=[O:32])[O:11][C@H:12]([C:20]3[CH:25]=[CH:24][CH:23]=[C:22]([O:26][CH3:27])[C:21]=3[O:28][CH3:29])[C:13]=2[CH:18]=1. (2) Given the reactants [C:1]1([C:12]2[C:13](=[O:27])[NH:14][C:15](=[O:26])[C:16]=2[C:17]2[C:25]3[C:20](=[CH:21][CH:22]=[CH:23][CH:24]=3)[NH:19][CH:18]=2)[C:9]2[C:4]3=[C:5]([CH2:10][CH2:11][N:3]3[CH:2]=1)[CH:6]=[CH:7][CH:8]=2.[Mg].C(OCC)(=O)C, predict the reaction product. The product is: [C:1]1([C@H:12]2[C@H:16]([C:17]3[C:25]4[C:20](=[CH:21][CH:22]=[CH:23][CH:24]=4)[NH:19][CH:18]=3)[C:15](=[O:26])[NH:14][C:13]2=[O:27])[C:9]2[C:4]3=[C:5]([CH2:10][CH2:11][N:3]3[CH:2]=1)[CH:6]=[CH:7][CH:8]=2. (3) Given the reactants Br[C:2]1[CH:9]=[CH:8][C:5]([C:6]#[N:7])=[CH:4][CH:3]=1.C([Li])CCC.C[O:16][B:17](OC)[O:18]C.Cl, predict the reaction product. The product is: [C:6]([C:5]1[CH:8]=[CH:9][C:2]([B:17]([OH:18])[OH:16])=[CH:3][CH:4]=1)#[N:7]. (4) Given the reactants [Cl:1][C:2]1[C:7]2[CH:8]=[CH:9][S:10][C:6]=2[CH:5]=[N:4][CH:3]=1.C([Li])CCC.[I:16]I, predict the reaction product. The product is: [I:16][N:4]1[CH:5]=[C:6]2[S:10][CH2:9][CH:8]=[C:7]2[C:2]([Cl:1])=[CH:3]1. (5) The product is: [ClH:8].[NH:1]1[CH:5]=[CH:4][C:3]([C:6](=[NH:7])[O:11][CH2:9][CH3:10])=[N:2]1. Given the reactants [NH:1]1[CH:5]=[CH:4][C:3]([C:6]#[N:7])=[N:2]1.[ClH:8].[CH2:9]([OH:11])[CH3:10], predict the reaction product. (6) The product is: [C:1]([O:5][C:6]([NH:7][C:8]([CH3:28])([CH3:27])[CH2:9][C:10]1[C:18]2[C:13](=[C:14]([CH:19]=[CH:31][C:30]([NH2:34])=[O:33])[CH:15]=[CH:16][CH:17]=2)[NH:12][CH:11]=1)=[O:29])([CH3:4])([CH3:3])[CH3:2]. Given the reactants [C:1]([O:5][C:6](=[O:29])[NH:7][C:8]([CH3:28])([CH3:27])[CH2:9][C:10]1[C:18]2[C:13](=[C:14]([CH2:19]S(C(F)(F)F)(=O)=O)[CH:15]=[CH:16][CH:17]=2)[NH:12][CH:11]=1)([CH3:4])([CH3:3])[CH3:2].[C:30]([NH2:34])(=[O:33])[CH:31]=C, predict the reaction product. (7) Given the reactants [F:1][CH:2]([F:40])[C:3]1[N:7]([C:8]2[CH:13]=[C:12]([N:14]3[CH2:19][CH2:18][O:17][CH2:16][C@@H:15]3[CH3:20])[N:11]=[C:10]([NH:21][CH2:22][C@H:23]3[CH2:28][CH2:27][C@H:26]([NH:29][CH2:30][C:31]([CH3:34])([OH:33])[CH3:32])[CH2:25][CH2:24]3)[N:9]=2)[C:6]2[CH:35]=[C:36]([CH3:39])[CH:37]=[CH:38][C:5]=2[N:4]=1.N1([C:46](N2C=CN=C2)=[O:47])C=CN=C1.C(N(CC)CC)C.O, predict the reaction product. The product is: [F:40][CH:2]([F:1])[C:3]1[N:7]([C:8]2[CH:13]=[C:12]([N:14]3[CH2:19][CH2:18][O:17][CH2:16][C@@H:15]3[CH3:20])[N:11]=[C:10]([NH:21][CH2:22][C@H:23]3[CH2:28][CH2:27][C@H:26]([N:29]4[CH2:30][C:31]([CH3:34])([CH3:32])[O:33][C:46]4=[O:47])[CH2:25][CH2:24]3)[N:9]=2)[C:6]2[CH:35]=[C:36]([CH3:39])[CH:37]=[CH:38][C:5]=2[N:4]=1. (8) Given the reactants C(O[CH:4]=[C:5]([C:11]([O:13]CC)=O)[C:6]([O:8][CH2:9][CH3:10])=[O:7])C.[N:16]1([NH2:21])[CH:20]=[CH:19][CH:18]=[CH:17]1.C1(OC2C=CC=CC=2)C=CC=CC=1, predict the reaction product. The product is: [O:13]=[C:11]1[C:5]([C:6]([O:8][CH2:9][CH3:10])=[O:7])=[CH:4][NH:21][N:16]2[CH:20]=[CH:19][CH:18]=[C:17]12. (9) Given the reactants CN([P+](ON1N=NC2C=CC=CC1=2)(N(C)C)N(C)C)C.F[P-](F)(F)(F)(F)F.C(N(CC)CC)C.[NH2:35][C:36]1[N:44]=[CH:43][CH:42]=[CH:41][C:37]=1[C:38]([OH:40])=O.[F:45][C:46]1[CH:47]=[C:48]([CH:51]=[CH:52][C:53]=1[O:54][C:55]1[CH:60]=[CH:59][CH:58]=[CH:57][CH:56]=1)[CH2:49][NH2:50], predict the reaction product. The product is: [F:45][C:46]1[CH:47]=[C:48]([CH2:49][NH:50][C:38](=[O:40])[C:37]2[CH:41]=[CH:42][CH:43]=[N:44][C:36]=2[NH2:35])[CH:51]=[CH:52][C:53]=1[O:54][C:55]1[CH:60]=[CH:59][CH:58]=[CH:57][CH:56]=1.